Dataset: Reaction yield outcomes from USPTO patents with 853,638 reactions. Task: Predict the reaction yield, written as a fraction of the theoretical maximum amount of product (1.0 means a 100% yield; for example, 0.34 means a 34% yield). (1) The reactants are [C:1](Cl)(=[O:3])[CH3:2].C(N(CC)CC)C.[I:12][C:13]1[CH:14]=[N:15][NH:16][CH:17]=1.O. The catalyst is ClCCl. The product is [C:1]([N:15]1[CH:14]=[C:13]([I:12])[CH:17]=[N:16]1)(=[O:3])[CH3:2]. The yield is 0.910. (2) The reactants are [C:51]12([C:45]3[CH:44]=[C:43](B4OB([C:43]5[CH:48]=[CH:47][C:46]([O:49][CH3:50])=[C:45]([C:51]67[CH2:52][CH:53]8[CH2:59][CH:57]([CH2:56][CH:55]([CH2:54]8)[CH2:60]6)[CH2:58]7)[CH:44]=5)OB([C:43]5[CH:48]=[CH:47][C:46]([O:49][CH3:50])=[C:45]([C:51]67[CH2:60][CH:55]8[CH2:56][CH:57]([CH2:59][CH:53]([CH2:54]8)[CH2:52]6)[CH2:58]7)[CH:44]=5)O4)[CH:48]=[CH:47][C:46]=3[O:49][CH3:50])[CH2:52][CH:53]3[CH2:59][CH:57]([CH2:56][CH:55]([CH2:54]3)[CH2:60]1)[CH2:58]2.FC(F)(F)S(O[C:67]1[CH:76]=[CH:75][C:74]2[C:69](=[CH:70][CH:71]=[C:72]([Br:77])[CH:73]=2)[CH:68]=1)(=O)=O.[O-]P([O-])([O-])=O.[K+].[K+].[K+].C1COCC1. The catalyst is C1C=CC([P]([Pd]([P](C2C=CC=CC=2)(C2C=CC=CC=2)C2C=CC=CC=2)([P](C2C=CC=CC=2)(C2C=CC=CC=2)C2C=CC=CC=2)[P](C2C=CC=CC=2)(C2C=CC=CC=2)C2C=CC=CC=2)(C2C=CC=CC=2)C2C=CC=CC=2)=CC=1.O. The product is [C:51]12([C:45]3[CH:44]=[C:43]([C:67]4[CH:68]=[C:69]5[C:74](=[CH:75][CH:76]=4)[CH:73]=[C:72]([Br:77])[CH:71]=[CH:70]5)[CH:48]=[CH:47][C:46]=3[O:49][CH3:50])[CH2:52][CH:53]3[CH2:54][CH:55]([CH2:56][CH:57]([CH2:59]3)[CH2:58]1)[CH2:60]2. The yield is 0.870. (3) The reactants are Br[C:2]1[CH:3]=[C:4]([N+:13]([O-:15])=[O:14])[CH:5]=[C:6]([CH:12]=1)[C:7]([O:9][CH2:10][CH3:11])=[O:8].[C:16]1(B(O)O)[CH:21]=[CH:20][CH:19]=[CH:18][CH:17]=1.C(=O)([O-])[O-].[Na+].[Na+].O1CCOCC1.O. The catalyst is O.Cl[Pd](Cl)([P](C1C=CC=CC=1)(C1C=CC=CC=1)C1C=CC=CC=1)[P](C1C=CC=CC=1)(C1C=CC=CC=1)C1C=CC=CC=1. The product is [N+:13]([C:4]1[CH:5]=[C:6]([C:7]([O:9][CH2:10][CH3:11])=[O:8])[CH:12]=[C:2]([C:16]2[CH:21]=[CH:20][CH:19]=[CH:18][CH:17]=2)[CH:3]=1)([O-:15])=[O:14]. The yield is 0.850. (4) The reactants are C(OC(=O)[NH:7][C:8]1([C:12]2[CH:17]=[CH:16][C:15]([C:18]3[C:27]([C:28]4[CH:33]=[CH:32][CH:31]=[CH:30][CH:29]=4)=[CH:26][C:25]4[C:24]5[N:34]=[C:35]([CH3:38])[N:36]([OH:37])[C:23]=5[CH2:22][CH2:21][C:20]=4[N:19]=3)=[CH:14][CH:13]=2)[CH2:11][CH2:10][CH2:9]1)(C)(C)C. The catalyst is C(O)(C(F)(F)F)=O. The product is [NH2:7][C:8]1([C:12]2[CH:13]=[CH:14][C:15]([C:18]3[C:27]([C:28]4[CH:29]=[CH:30][CH:31]=[CH:32][CH:33]=4)=[CH:26][C:25]4[C:24]5[N:34]=[C:35]([CH3:38])[N:36]([OH:37])[C:23]=5[CH2:22][CH2:21][C:20]=4[N:19]=3)=[CH:16][CH:17]=2)[CH2:11][CH2:10][CH2:9]1. The yield is 0.800. (5) The catalyst is C(Cl)Cl. The product is [Cl:1][C:2]1[CH:3]=[C:4]([C@@H:12]([CH2:22][CH:23]2[CH2:24][CH2:25][CH2:26][CH2:27]2)[C:13]([NH:15][C:16]2[CH:20]=[CH:19][N:18]([CH2:21][C:49]#[C:50][CH2:51][OH:52])[N:17]=2)=[O:14])[CH:5]=[CH:6][C:7]=1[S:8]([CH3:11])(=[O:10])=[O:9]. The yield is 0.270. The reactants are [Cl:1][C:2]1[CH:3]=[C:4]([C@@H:12]([CH2:22][CH:23]2[CH2:27][CH2:26][CH2:25][CH2:24]2)[C:13]([NH:15][C:16]2[CH:20]=[CH:19][N:18]([CH3:21])[N:17]=2)=[O:14])[CH:5]=[CH:6][C:7]=1[S:8]([CH3:11])(=[O:10])=[O:9].C(Cl)(=O)C(Cl)=O.N1C(C)=CC=CC=1C.NC1C=CN(C[C:49]#[C:50][CH2:51][OH:52])N=1. (6) The reactants are [Cl-].O[NH3+:3].[C:4](=[O:7])([O-])[OH:5].[Na+].CS(C)=O.[CH3:13][C:14]1[CH2:18][CH:17]([CH2:19][O:20][C@H:21]2[CH2:26][CH2:25][C@H:24]([N:27]3[C:32](=[O:33])[C:31]([CH2:34][C:35]4[CH:40]=[CH:39][C:38]([C:41]5[C:42]([C:47]#[N:48])=[CH:43][CH:44]=[CH:45][CH:46]=5)=[CH:37][CH:36]=4)=[C:30]([CH2:49][CH2:50][CH3:51])[N:29]4[N:52]=[CH:53][N:54]=[C:28]34)[CH2:23][CH2:22]2)[O:16][N:15]=1. The catalyst is C(OCC)(=O)C. The product is [CH3:13][C:14]1[CH2:18][CH:17]([CH2:19][O:20][C@H:21]2[CH2:26][CH2:25][C@H:24]([N:27]3[C:32](=[O:33])[C:31]([CH2:34][C:35]4[CH:40]=[CH:39][C:38]([C:41]5[CH:46]=[CH:45][CH:44]=[CH:43][C:42]=5[C:47]5[NH:3][C:4](=[O:7])[O:5][N:48]=5)=[CH:37][CH:36]=4)=[C:30]([CH2:49][CH2:50][CH3:51])[N:29]4[N:52]=[CH:53][N:54]=[C:28]34)[CH2:23][CH2:22]2)[O:16][N:15]=1. The yield is 0.430. (7) The reactants are [CH:1]1([C:6]2[NH:10][C:9]3[C:11]([C:16]([OH:18])=O)=[CH:12][CH:13]=[C:14]([OH:15])[C:8]=3[N:7]=2)[CH2:5][CH2:4][CH2:3][CH2:2]1.[NH2:19][CH2:20][CH:21]1[CH2:26][CH2:25][CH2:24][N:23](C(OC(C)(C)C)=O)[CH2:22]1. The product is [CH:1]1([C:6]2[NH:10][C:9]3[C:11]([C:16]([NH:19][CH2:20][CH:21]4[CH2:26][CH2:25][CH2:24][NH:23][CH2:22]4)=[O:18])=[CH:12][CH:13]=[C:14]([OH:15])[C:8]=3[N:7]=2)[CH2:2][CH2:3][CH2:4][CH2:5]1. The yield is 0.410. No catalyst specified.